From a dataset of Full USPTO retrosynthesis dataset with 1.9M reactions from patents (1976-2016). Predict the reactants needed to synthesize the given product. Given the product [CH3:1][C:2]1[N:3]=[C:4]([C:8]#[C:9][CH:10]=[C:11]2[CH2:12][CH2:13][N:14]([C:18]3[C:27]4[C:22](=[CH:23][CH:24]=[CH:25][CH:26]=4)[CH:21]=[N:20][CH:19]=3)[CH2:15][CH2:16]2)[CH:5]=[CH:6][CH:7]=1, predict the reactants needed to synthesize it. The reactants are: [CH3:1][C:2]1[CH:7]=[CH:6][CH:5]=[C:4]([C:8]#[C:9][CH:10]=[C:11]2[CH2:16][CH2:15][NH:14][CH2:13][CH2:12]2)[N:3]=1.Br[C:18]1[C:27]2[C:22](=[CH:23][CH:24]=[CH:25][CH:26]=2)[CH:21]=[N:20][CH:19]=1.C(=O)([O-])[O-].[Cs+].[Cs+].C1(P(C2C=CC=CC=2)C2C=CC3C(=CC=CC=3)C=2C2C3C(=CC=CC=3)C=CC=2P(C2C=CC=CC=2)C2C=CC=CC=2)C=CC=CC=1.